From a dataset of Catalyst prediction with 721,799 reactions and 888 catalyst types from USPTO. Predict which catalyst facilitates the given reaction. (1) Reactant: [F:1][C:2]([F:33])([F:32])[C:3]1[CH:4]=[C:5]([CH:25]=[C:26]([C:28]([F:31])([F:30])[F:29])[CH:27]=1)[CH2:6][N:7]([C:18]1[N:23]=[CH:22][C:21](Br)=[CH:20][N:19]=1)[C:8](=[O:17])[O:9][CH2:10][C:11]1[CH:16]=[CH:15][CH:14]=[CH:13][CH:12]=1.C([O-])(=[O:36])C.[K+].B1(B2OC(C)(C)C(C)(C)O2)OC(C)(C)C(C)(C)O1.O. Product: [F:1][C:2]([F:33])([F:32])[C:3]1[CH:4]=[C:5]([CH:25]=[C:26]([C:28]([F:31])([F:30])[F:29])[CH:27]=1)[CH2:6][N:7]([C:18]1[N:23]=[CH:22][C:21]([OH:36])=[CH:20][N:19]=1)[C:8](=[O:17])[O:9][CH2:10][C:11]1[CH:16]=[CH:15][CH:14]=[CH:13][CH:12]=1. The catalyst class is: 148. (2) The catalyst class is: 8. Product: [Na+:31].[C:1]1([C:23]2[CH:24]=[CH:25][CH:26]=[CH:27][CH:28]=2)[CH:2]=[CH:3][C:4]([CH2:7][C@@H:8]([NH:15][C:16]([O:18][C:19]([CH3:22])([CH3:20])[CH3:21])=[O:17])[CH2:9][C@@H:10]([CH3:14])[C:11]([O-:13])=[O:12])=[CH:5][CH:6]=1. Reactant: [C:1]1([C:23]2[CH:28]=[CH:27][CH:26]=[CH:25][CH:24]=2)[CH:6]=[CH:5][C:4]([CH2:7][C@@H:8]([NH:15][C:16]([O:18][C:19]([CH3:22])([CH3:21])[CH3:20])=[O:17])[CH2:9][C@@H:10]([CH3:14])[C:11]([OH:13])=[O:12])=[CH:3][CH:2]=1.C[O-].[Na+:31]. (3) Reactant: C[O:2][C:3](=[O:26])[CH:4](C(OC)=O)[CH2:5][CH2:6][CH2:7][CH2:8][CH2:9][CH2:10][CH2:11][CH2:12][CH2:13][CH2:14][CH2:15][CH2:16][CH2:17][CH2:18][C:19]([OH:21])=[O:20]. Product: [C:19]([OH:21])(=[O:20])[CH2:18][CH2:17][CH2:16][CH2:15][CH2:14][CH2:13][CH2:12][CH2:11][CH2:10][CH2:9][CH2:8][CH2:7][CH2:6][CH2:5][CH2:4][C:3]([OH:26])=[O:2]. The catalyst class is: 500.